Dataset: Reaction yield outcomes from USPTO patents with 853,638 reactions. Task: Predict the reaction yield, written as a fraction of the theoretical maximum amount of product (1.0 means a 100% yield; for example, 0.34 means a 34% yield). (1) The reactants are [Br:1][C:2]1[CH:8]=[CH:7][C:5]([NH2:6])=[C:4]([N+:9]([O-:11])=[O:10])[CH:3]=1.[I:12]I. The catalyst is C(O)C.S([O-])([O-])(=O)=O.[Ag+].[Ag+]. The product is [Br:1][C:2]1[CH:3]=[C:4]([N+:9]([O-:11])=[O:10])[C:5]([NH2:6])=[C:7]([I:12])[CH:8]=1. The yield is 0.880. (2) The reactants are [CH2:1]([O:5][C:6]1[CH:11]=[CH:10][C:9](B(O)O)=[CH:8][CH:7]=1)[CH:2]([CH3:4])[CH3:3].[Cl:15][C:16]1[N:21]=[C:20](Cl)[N:19]=[C:18]([O:23][CH3:24])[N:17]=1.C(=O)([O-])[O-].[Na+].[Na+]. The catalyst is C1(C)C=CC=CC=1.C1C=CC([P]([Pd]([P](C2C=CC=CC=2)(C2C=CC=CC=2)C2C=CC=CC=2)([P](C2C=CC=CC=2)(C2C=CC=CC=2)C2C=CC=CC=2)[P](C2C=CC=CC=2)(C2C=CC=CC=2)C2C=CC=CC=2)(C2C=CC=CC=2)C2C=CC=CC=2)=CC=1. The product is [Cl:15][C:16]1[N:21]=[C:20]([C:9]2[CH:10]=[CH:11][C:6]([O:5][CH2:1][CH:2]([CH3:4])[CH3:3])=[CH:7][CH:8]=2)[N:19]=[C:18]([O:23][CH3:24])[N:17]=1. The yield is 0.800. (3) The reactants are Cl.[CH2:2]([O:9][C:10]1[CH:15]=[CH:14][C:13]([NH:16][C:17]2[C:26]3[C:21](=[CH:22][C:23]([F:34])=[C:24]([C:27]4[O:31][C:30]([CH:32]=O)=[CH:29][CH:28]=4)[CH:25]=3)[N:20]=[CH:19][N:18]=2)=[CH:12][CH:11]=1)[C:3]1[CH:8]=[CH:7][CH:6]=[CH:5][CH:4]=1.C(N(C(C)C)CC)(C)C.[CH3:44][S:45]([CH2:48][CH2:49][NH2:50])(=[O:47])=[O:46].C(O[BH-](OC(=O)C)OC(=O)C)(=O)C.[Na+]. The catalyst is ClCCCl.C(O)(=O)C. The product is [CH2:2]([O:9][C:10]1[CH:15]=[CH:14][C:13]([NH:16][C:17]2[C:26]3[C:21](=[CH:22][C:23]([F:34])=[C:24]([C:27]4[O:31][C:30]([CH2:32][NH:50][CH2:49][CH2:48][S:45]([CH3:44])(=[O:47])=[O:46])=[CH:29][CH:28]=4)[CH:25]=3)[N:20]=[CH:19][N:18]=2)=[CH:12][CH:11]=1)[C:3]1[CH:4]=[CH:5][CH:6]=[CH:7][CH:8]=1. The yield is 0.610. (4) The reactants are [C:1]([O:5][C:6]([NH:8][C@@H:9]([CH2:13][CH2:14][C:15]1[CH:20]=[CH:19][CH:18]=[CH:17][CH:16]=1)[C:10]([OH:12])=O)=[O:7])([CH3:4])([CH3:3])[CH3:2].C(Cl)CCl.C1C=CC2N(O)N=NC=2C=1.Cl.[CH3:36][NH:37][O:38][CH3:39].C(N(CC)CC)C. The catalyst is ClCCl. The product is [CH3:39][O:38][N:37]([CH3:36])[C:10]([C@@H:9]([NH:8][C:6](=[O:7])[O:5][C:1]([CH3:2])([CH3:3])[CH3:4])[CH2:13][CH2:14][C:15]1[CH:20]=[CH:19][CH:18]=[CH:17][CH:16]=1)=[O:12]. The yield is 0.930.